Task: Regression. Given a peptide amino acid sequence and an MHC pseudo amino acid sequence, predict their binding affinity value. This is MHC class II binding data.. Dataset: Peptide-MHC class II binding affinity with 134,281 pairs from IEDB (1) The peptide sequence is AFKVAATAMNAAPAN. The MHC is HLA-DPA10201-DPB11401 with pseudo-sequence HLA-DPA10201-DPB11401. The binding affinity (normalized) is 0.799. (2) The peptide sequence is EKKYFYATQFEPLAA. The MHC is DRB1_1602 with pseudo-sequence DRB1_1602. The binding affinity (normalized) is 0.764. (3) The peptide sequence is KDVTFRNITGTSSTP. The MHC is HLA-DPA10301-DPB10402 with pseudo-sequence HLA-DPA10301-DPB10402. The binding affinity (normalized) is 0.179. (4) The peptide sequence is AEKFKEDVINDFVSS. The MHC is HLA-DQA10101-DQB10501 with pseudo-sequence HLA-DQA10101-DQB10501. The binding affinity (normalized) is 0.240.